Task: Predict the reactants needed to synthesize the given product.. Dataset: Full USPTO retrosynthesis dataset with 1.9M reactions from patents (1976-2016) (1) Given the product [CH2:1]([CH:3]1[N:8]([CH2:16][CH3:17])[C:7]2[CH:9]=[CH:10][C:11]([N+:13]([O-:15])=[O:14])=[CH:12][C:6]=2[O:5][CH2:4]1)[CH3:2], predict the reactants needed to synthesize it. The reactants are: [CH2:1]([CH:3]1[NH:8][C:7]2[CH:9]=[CH:10][C:11]([N+:13]([O-:15])=[O:14])=[CH:12][C:6]=2[O:5][CH2:4]1)[CH3:2].[CH:16](=O)[CH3:17]. (2) Given the product [NH2:1][C:4]1[CH:23]=[CH:22][C:21]([N:24]2[CH2:29][CH2:28][O:27][CH2:26][C:25]2=[O:30])=[CH:20][C:5]=1[O:6][CH2:7][CH2:8][N:9]1[C:17](=[O:18])[C:16]2[C:11](=[CH:12][CH:13]=[CH:14][CH:15]=2)[C:10]1=[O:19], predict the reactants needed to synthesize it. The reactants are: [N+:1]([C:4]1[CH:23]=[CH:22][C:21]([N:24]2[CH2:29][CH2:28][O:27][CH2:26][C:25]2=[O:30])=[CH:20][C:5]=1[O:6][CH2:7][CH2:8][N:9]1[C:17](=[O:18])[C:16]2[C:11](=[CH:12][CH:13]=[CH:14][CH:15]=2)[C:10]1=[O:19])([O-])=O. (3) Given the product [Cl:1][C:2]1[CH:3]=[CH:4][C:5]([C:10]2[O:14][N:13]=[C:12]([CH3:15])[N:11]=2)=[C:6]([CH:7]=1)[CH:8]=[O:9], predict the reactants needed to synthesize it. The reactants are: [Cl:1][C:2]1[CH:3]=[CH:4][C:5]([C:10]2[O:14][N:13]=[C:12]([CH3:15])[N:11]=2)=[C:6]([CH2:8][OH:9])[CH:7]=1. (4) Given the product [Cl:1][C:2]1[C:3]2[CH:10]=[CH:9][N:8]([C@@H:11]3[O:26][C@H:25]([CH2:27][O:28][CH2:29][C:30]4[CH:35]=[CH:34][C:33]([Cl:36])=[CH:32][C:31]=4[Cl:37])[C@@H:14]([O:15][CH2:16][C:17]4[CH:22]=[CH:21][C:20]([Cl:23])=[CH:19][C:18]=4[Cl:24])[C@@:12]3([CH2:38][F:58])[OH:13])[C:4]=2[N:5]=[CH:6][N:7]=1, predict the reactants needed to synthesize it. The reactants are: [Cl:1][C:2]1[C:3]2[CH:10]=[CH:9][N:8]([C@@H:11]3[O:26][C@H:25]([CH2:27][O:28][CH2:29][C:30]4[CH:35]=[CH:34][C:33]([Cl:36])=[CH:32][C:31]=4[Cl:37])[C@@H:14]([O:15][CH2:16][C:17]4[CH:22]=[CH:21][C:20]([Cl:23])=[CH:19][C:18]=4[Cl:24])[C@@:12]3([CH2:38]O)[OH:13])[C:4]=2[N:5]=[CH:6][N:7]=1.C(N(CC)CC)C.C1(C)C=CC(S(Cl)(=O)=O)=CC=1.[F-:58].C([N+](CCCC)(CCCC)CCCC)CCC. (5) Given the product [CH2:3]([O:5][C:6](=[O:16])[CH:7]=[CH:22][C:21]1[CH:24]=[CH:25][C:18]([F:17])=[CH:19][CH:20]=1)[CH3:4], predict the reactants needed to synthesize it. The reactants are: [H-].[Na+].[CH2:3]([O:5][C:6](=[O:16])[CH2:7]P(OCC)(OCC)=O)[CH3:4].[F:17][C:18]1[CH:25]=[CH:24][C:21]([CH:22]=O)=[CH:20][CH:19]=1. (6) The reactants are: [H-].[Na+].CS(O[C@@H:8]([C@@H:17]1[CH2:21][CH2:20][C:19](=[O:22])[N:18]1[CH2:23][CH2:24][NH:25][C:26]([O:28][C:29]([CH3:32])([CH3:31])[CH3:30])=[O:27])[C:9]1[CH:14]=[CH:13][CH:12]=[C:11]([CH3:15])[C:10]=1[CH3:16])(=O)=O. Given the product [C:29]([O:28][C:26]([N:25]1[CH2:24][CH2:23][N:18]2[C:19](=[O:22])[CH2:20][CH2:21][C@H:17]2[C@@H:8]1[C:9]1[CH:14]=[CH:13][CH:12]=[C:11]([CH3:15])[C:10]=1[CH3:16])=[O:27])([CH3:32])([CH3:31])[CH3:30], predict the reactants needed to synthesize it. (7) Given the product [CH:30]1([NH:33][C:25](=[O:26])[C:24]2[CH:28]=[CH:29][C:21]([C:18]3[CH:19]=[N:20][C:15]4[N:16]([C:12]([C:9]5([C:6]6[CH:7]=[CH:8][C:3]([O:2][CH3:1])=[CH:4][CH:5]=6)[CH2:10][CH2:11]5)=[N:13][N:14]=4)[N:17]=3)=[CH:22][CH:23]=2)[CH2:32][CH2:31]1, predict the reactants needed to synthesize it. The reactants are: [CH3:1][O:2][C:3]1[CH:8]=[CH:7][C:6]([C:9]2([C:12]3[N:16]4[N:17]=[C:18]([C:21]5[CH:29]=[CH:28][C:24]([C:25](O)=[O:26])=[CH:23][CH:22]=5)[CH:19]=[N:20][C:15]4=[N:14][N:13]=3)[CH2:11][CH2:10]2)=[CH:5][CH:4]=1.[CH:30]1([NH2:33])[CH2:32][CH2:31]1.F[P-](F)(F)(F)(F)F.N1(O[P+](N(C)C)(N(C)C)N(C)C)C2C=CC=CC=2N=N1.C(N(CC)C(C)C)(C)C.